From a dataset of Full USPTO retrosynthesis dataset with 1.9M reactions from patents (1976-2016). Predict the reactants needed to synthesize the given product. Given the product [C:35]([O:34][C:32]([N:10]([CH2:9][C@@H:8]([C:5]1[CH:6]=[N:7][C:2]([Cl:1])=[CH:3][CH:4]=1)[OH:31])[CH2:11][CH2:12][CH2:13][C:14]1[CH:15]=[CH:16][C:17]([C:20]2[CH:21]=[CH:22][C:23]([C:26]([OH:28])=[O:27])=[CH:24][CH:25]=2)=[CH:18][CH:19]=1)=[O:33])([CH3:38])([CH3:37])[CH3:36], predict the reactants needed to synthesize it. The reactants are: [Cl:1][C:2]1[N:7]=[CH:6][C:5]([C@@H:8]([OH:31])[CH2:9][NH:10][CH2:11][CH2:12][CH2:13][C:14]2[CH:19]=[CH:18][C:17]([C:20]3[CH:25]=[CH:24][C:23]([C:26]([O:28]CC)=[O:27])=[CH:22][CH:21]=3)=[CH:16][CH:15]=2)=[CH:4][CH:3]=1.[C:32](O[C:32]([O:34][C:35]([CH3:38])([CH3:37])[CH3:36])=[O:33])([O:34][C:35]([CH3:38])([CH3:37])[CH3:36])=[O:33].